Predict the reactants needed to synthesize the given product. From a dataset of Full USPTO retrosynthesis dataset with 1.9M reactions from patents (1976-2016). (1) The reactants are: [Cl:1][C:2]1[CH:3]=[CH:4][C:5]([N:16]2[CH:20]=[C:19]([CH2:21][F:22])[N:18]=[N:17]2)=[C:6]([C:8]2[CH:13]=[C:12]([O:14]C)[N:11]=[CH:10][N:9]=2)[CH:7]=1.[Si](I)(C)(C)C.[O-]S([O-])(=S)=O.[Na+].[Na+].C([O-])(O)=O.[Na+]. Given the product [Cl:1][C:2]1[CH:3]=[CH:4][C:5]([N:16]2[CH:20]=[C:19]([CH2:21][F:22])[N:18]=[N:17]2)=[C:6]([C:8]2[N:9]=[CH:10][N:11]=[C:12]([OH:14])[CH:13]=2)[CH:7]=1, predict the reactants needed to synthesize it. (2) Given the product [Br:1][C:2]1[CH:10]=[CH:9][C:5]([C:6]([O:8][CH3:19])=[O:7])=[CH:4][C:3]=1[C:11]([F:12])([F:13])[F:14], predict the reactants needed to synthesize it. The reactants are: [Br:1][C:2]1[CH:10]=[CH:9][C:5]([C:6]([OH:8])=[O:7])=[CH:4][C:3]=1[C:11]([F:14])([F:13])[F:12].S(Cl)(Cl)=O.[CH3:19]O. (3) Given the product [CH2:1]([O:8][CH2:9][CH2:10][CH2:11][C:12]1[N:13]=[C:30]([CH3:31])[C:24]([C:25]([O:27][CH2:28][CH3:29])=[O:26])=[N:23][C:21]=1[OH:22])[C:2]1[CH:3]=[CH:4][CH:5]=[CH:6][CH:7]=1, predict the reactants needed to synthesize it. The reactants are: [CH2:1]([O:8][CH2:9][CH2:10][CH2:11][C@@H:12]([C:21]([NH:23][CH:24]([C:30](=O)[CH3:31])[C:25]([O:27][CH2:28][CH3:29])=[O:26])=[O:22])[NH:13]C(OC(C)(C)C)=O)[C:2]1[CH:7]=[CH:6][CH:5]=[CH:4][CH:3]=1.Cl. (4) The reactants are: [CH2:1]([O:3][C:4]([C:6]1[NH:7][C:8]([CH3:17])=[C:9]([CH2:12][CH2:13][C:14]([OH:16])=[O:15])[C:10]=1[CH3:11])=[O:5])[CH3:2].[O:18]1CCCC1. Given the product [CH2:1]([O:3][C:4]([C:6]1[NH:7][C:8]([CH:17]=[O:18])=[C:9]([CH2:12][CH2:13][C:14]([OH:16])=[O:15])[C:10]=1[CH3:11])=[O:5])[CH3:2], predict the reactants needed to synthesize it.